This data is from Reaction yield outcomes from USPTO patents with 853,638 reactions. The task is: Predict the reaction yield, written as a fraction of the theoretical maximum amount of product (1.0 means a 100% yield; for example, 0.34 means a 34% yield). (1) The reactants are [C:1]([CH2:3][C:4]1([N:15]2[CH:19]=[C:18]([B:20]3[O:24][C:23]([CH3:26])([CH3:25])[C:22]([CH3:28])([CH3:27])[O:21]3)[CH:17]=[N:16]2)[CH2:7][N:6](C(OC(C)(C)C)=O)[CH2:5]1)#[N:2].C(N(CC)CC)C. The catalyst is C(Cl)Cl.Cl.O1CCOCC1. The product is [CH3:27][C:22]1([CH3:28])[C:23]([CH3:25])([CH3:26])[O:24][B:20]([C:18]2[CH:17]=[N:16][N:15]([C:4]3([CH2:3][C:1]#[N:2])[CH2:5][NH:6][CH2:7]3)[CH:19]=2)[O:21]1. The yield is 0.850. (2) The reactants are [OH:1][C:2]1([CH2:8][N:9]2[CH2:14][CH2:13][CH:12]([CH2:15][NH:16][C:17]([N:19]3[C:23]4[CH:24]=[CH:25][CH:26]=[CH:27][C:22]=4[N:21]([CH:28]([CH3:30])[CH3:29])[C:20]3=[O:31])=[O:18])[CH2:11][CH2:10]2)[CH2:7][CH2:6][O:5][CH2:4][CH2:3]1.O.O.[CH2:34]([S:40]([OH:43])(=[O:42])=[O:41])[CH2:35][S:36]([OH:39])(=[O:38])=[O:37]. The catalyst is C(OCC)(=O)C.CO. The product is [S:36]([CH2:35][CH2:34][S:40]([OH:43])(=[O:42])=[O:41])([OH:39])(=[O:38])=[O:37].[OH:1][C:2]1([CH2:8][N:9]2[CH2:10][CH2:11][CH:12]([CH2:15][NH:16][C:17]([N:19]3[C:23]4[CH:24]=[CH:25][CH:26]=[CH:27][C:22]=4[N:21]([CH:28]([CH3:29])[CH3:30])[C:20]3=[O:31])=[O:18])[CH2:13][CH2:14]2)[CH2:7][CH2:6][O:5][CH2:4][CH2:3]1.[OH:1][C:2]1([CH2:8][N:9]2[CH2:10][CH2:11][CH:12]([CH2:15][NH:16][C:17]([N:19]3[C:23]4[CH:24]=[CH:25][CH:26]=[CH:27][C:22]=4[N:21]([CH:28]([CH3:29])[CH3:30])[C:20]3=[O:31])=[O:18])[CH2:13][CH2:14]2)[CH2:7][CH2:6][O:5][CH2:4][CH2:3]1. The yield is 0.610. (3) The reactants are [OH:1][C:2]1[CH:7]=[C:6]([O:8][CH2:9][CH2:10][O:11][CH3:12])[CH:5]=[CH:4][C:3]=1/[CH:13]=[CH:14]/[C:15]([O:17][CH2:18][CH3:19])=[O:16].Cl[C:21]1[C:26]([CH3:27])=[CH:25][C:24]([N+:28]([O-:30])=[O:29])=[CH:23][N:22]=1.C(=O)([O-])[O-].[K+].[K+].O. The catalyst is CN(C)C=O. The product is [CH3:12][O:11][CH2:10][CH2:9][O:8][C:6]1[CH:5]=[CH:4][C:3](/[CH:13]=[CH:14]/[C:15]([O:17][CH2:18][CH3:19])=[O:16])=[C:2]([O:1][C:21]2[C:26]([CH3:27])=[CH:25][C:24]([N+:28]([O-:30])=[O:29])=[CH:23][N:22]=2)[CH:7]=1. The yield is 0.980. (4) The reactants are [OH-].[Na+].[NH2:3][C:4]1[N:12]=[C:11]([C:13]([O:15]C)=[O:14])[N:10]=[C:9]2[C:5]=1[NH:6][C:7](=[O:24])[N:8]2[CH2:17][C:18]1[CH:23]=[CH:22][CH:21]=[CH:20][CH:19]=1.Cl. The catalyst is CO. The product is [NH2:3][C:4]1[N:12]=[C:11]([C:13]([OH:15])=[O:14])[N:10]=[C:9]2[C:5]=1[NH:6][C:7](=[O:24])[N:8]2[CH2:17][C:18]1[CH:19]=[CH:20][CH:21]=[CH:22][CH:23]=1. The yield is 1.00. (5) The reactants are [F:1][C:2]1[CH:7]=[C:6](I)[CH:5]=[CH:4][C:3]=1[N:9]1[CH:14]=[C:13]([O:15][CH3:16])[C:12](=[O:17])[C:11]([C:18]2[N:22]([C:23]3[CH:28]=[CH:27][CH:26]=[CH:25][CH:24]=3)[N:21]=[CH:20][CH:19]=2)=[N:10]1.[Cl:29][C:30]1[CH:31]=[N:32][NH:33][CH:34]=1.C(=NO)C1C(=CC=CC=1)O.C([O-])([O-])=O.[Cs+].[Cs+]. The catalyst is CC#N.O. The product is [Cl:29][C:30]1[CH:31]=[N:32][N:33]([C:6]2[CH:5]=[CH:4][C:3]([N:9]3[CH:14]=[C:13]([O:15][CH3:16])[C:12](=[O:17])[C:11]([C:18]4[N:22]([C:23]5[CH:28]=[CH:27][CH:26]=[CH:25][CH:24]=5)[N:21]=[CH:20][CH:19]=4)=[N:10]3)=[C:2]([F:1])[CH:7]=2)[CH:34]=1. The yield is 0.150. (6) The yield is 0.710. The catalyst is CS(C)=O. The product is [C:1]([C:4]1[CH:9]=[C:8]([Cl:10])[C:7]([C:21]#[N:22])=[C:6]([CH:12]2[CH2:13][C:14](=[O:17])[NH:15][CH2:16]2)[C:5]=1[O:18][CH2:19][CH3:20])(=[O:3])[CH3:2]. The reactants are [C:1]([C:4]1[C:5]([O:18][CH2:19][CH3:20])=[C:6]([CH:12]2[CH2:16][NH:15][C:14](=[O:17])[CH2:13]2)[C:7](F)=[C:8]([Cl:10])[CH:9]=1)(=[O:3])[CH3:2].[C-:21]#[N:22].[Na+].O. (7) The reactants are [CH:1]1([CH:4]=O)C[CH2:2]1.[CH3:6][O:7][C:8]1[N:13]=[CH:12][C:11]([NH2:14])=[CH:10][CH:9]=1.P(O)(OC1C=CC=CC=1)(O[C:18]1C=CC=CC=1)=O.[CH:32](/[NH:35][C:36](=[O:45])[O:37][CH2:38][C:39]1[CH:44]=[CH:43][CH:42]=[CH:41][CH:40]=1)=[CH:33]\[CH3:34]. The yield is 0.830. The product is [CH:1]1([C@H:34]2[C@H:33]([CH3:18])[C@@H:32]([NH:35][C:36](=[O:45])[O:37][CH2:38][C:39]3[CH:40]=[CH:41][CH:42]=[CH:43][CH:44]=3)[C:12]3[C:11](=[CH:10][CH:9]=[C:8]([O:7][CH3:6])[N:13]=3)[NH:14]2)[CH2:4][CH2:2]1. The catalyst is C(Cl)Cl.